Dataset: HIV replication inhibition screening data with 41,000+ compounds from the AIDS Antiviral Screen. Task: Binary Classification. Given a drug SMILES string, predict its activity (active/inactive) in a high-throughput screening assay against a specified biological target. The drug is N=c1ccn2c(n1)OC1C(O)C(CCl)OC12. The result is 0 (inactive).